Predict the reaction yield, written as a fraction of the theoretical maximum amount of product (1.0 means a 100% yield; for example, 0.34 means a 34% yield). From a dataset of Reaction yield outcomes from USPTO patents with 853,638 reactions. (1) The reactants are [H-].[Al+3].[Li+].[H-].[H-].[H-].[C:7]([N:15]1[CH2:28][CH2:27][C:26]2[C:25]3[C:24]([C:29]4[CH:34]=[CH:33][CH:32]=[CH:31][CH:30]=4)=[CH:23][CH:22]=[CH:21][C:20]=3[NH:19][C:18]=2[CH2:17][CH2:16]1)(=O)[C:8]1[CH:13]=[CH:12][CH:11]=[CH:10][CH:9]=1. The catalyst is O1CCCC1. The product is [CH2:7]([N:15]1[CH2:28][CH2:27][C:26]2[C:25]3[C:24]([C:29]4[CH:34]=[CH:33][CH:32]=[CH:31][CH:30]=4)=[CH:23][CH:22]=[CH:21][C:20]=3[NH:19][C:18]=2[CH2:17][CH2:16]1)[C:8]1[CH:9]=[CH:10][CH:11]=[CH:12][CH:13]=1. The yield is 0.960. (2) The reactants are [F:1][C:2]1[CH:7]=[CH:6][C:5]([SH:8])=[CH:4][CH:3]=1.Br[CH2:10][CH3:11].C([O-])([O-])=O.[Cs+].[Cs+]. The catalyst is CN(C=O)C.O. The product is [CH2:10]([S:8][C:5]1[CH:6]=[CH:7][C:2]([F:1])=[CH:3][CH:4]=1)[CH3:11]. The yield is 0.615.